From a dataset of Reaction yield outcomes from USPTO patents with 853,638 reactions. Predict the reaction yield, written as a fraction of the theoretical maximum amount of product (1.0 means a 100% yield; for example, 0.34 means a 34% yield). (1) The reactants are [N+:1]([C:4]1[CH:9]=[CH:8][C:7]([CH:10](OC(=O)C)[O:11]C(=O)C)=[C:6]([O:19][CH3:20])[CH:5]=1)([O-:3])=[O:2].O1CCOCC1.Cl. The catalyst is O. The product is [N+:1]([C:4]1[CH:9]=[CH:8][C:7]([CH:10]=[O:11])=[C:6]([O:19][CH3:20])[CH:5]=1)([O-:3])=[O:2]. The yield is 0.910. (2) The reactants are [OH:1][C:2]1[C:10]([CH3:11])=[CH:9][CH:8]=[CH:7][C:3]=1[C:4]([OH:6])=[O:5].S(=O)(=O)(O)O.[C:17]([O-])(O)=O.[Na+]. The catalyst is CO. The product is [OH:1][C:2]1[C:10]([CH3:11])=[CH:9][CH:8]=[CH:7][C:3]=1[C:4]([O:6][CH3:17])=[O:5]. The yield is 0.840. (3) The reactants are C(OC([N:8](C(OC(C)(C)C)=O)[C:9]1[C:18]2[C:13](=[CH:14][C:15]([NH:20][CH:21]([C:25]3[CH:30]=[CH:29][C:28]([CH2:31][CH2:32][O:33][C:34](=[O:58])[NH:35][C:36]4[CH:41]=[CH:40][C:39]([S:42]([CH:45]([CH3:47])[CH3:46])(=[O:44])=[O:43])=[C:38]([CH2:48][N:49](C(OC(C)(C)C)=O)[CH3:50])[CH:37]=4)=[CH:27][CH:26]=3)[C:22]([OH:24])=[O:23])=[CH:16][C:17]=2[F:19])[CH:12]=[CH:11][N:10]=1)=O)(C)(C)C.Cl. No catalyst specified. The product is [NH2:8][C:9]1[C:18]2[C:13](=[CH:14][C:15]([NH:20][CH:21]([C:25]3[CH:30]=[CH:29][C:28]([CH2:31][CH2:32][O:33][C:34](=[O:58])[NH:35][C:36]4[CH:41]=[CH:40][C:39]([S:42]([CH:45]([CH3:47])[CH3:46])(=[O:44])=[O:43])=[C:38]([CH2:48][NH:49][CH3:50])[CH:37]=4)=[CH:27][CH:26]=3)[C:22]([OH:24])=[O:23])=[CH:16][C:17]=2[F:19])[CH:12]=[CH:11][N:10]=1. The yield is 1.00. (4) The catalyst is O1CCOCC1.O.C1C=CC(P(C2C=CC=CC=2)[C-]2C=CC=C2)=CC=1.C1C=CC(P(C2C=CC=CC=2)[C-]2C=CC=C2)=CC=1.Cl[Pd]Cl.[Fe+2]. The reactants are [CH3:1][O:2][C:3]([C:5]1[CH:6]=[C:7](B(O)O)[CH:8]=[CH:9][CH:10]=1)=[O:4].Br[C:15]1[CH:20]=[CH:19][CH:18]=[CH:17][N:16]=1.C([O-])([O-])=O.[K+].[K+]. The yield is 0.740. The product is [N:16]1[CH:17]=[CH:18][CH:19]=[CH:20][C:15]=1[C:7]1[CH:6]=[C:5]([CH:10]=[CH:9][CH:8]=1)[C:3]([O:2][CH3:1])=[O:4]. (5) The reactants are Cl.Cl.[N:3]1([CH2:8][CH:9]2[CH2:14][NH:13][CH2:12][CH2:11][NH:10]2)[CH:7]=[N:6][CH:5]=[N:4]1.CCN(CC)CC.[C:22]([O:26][C:27](ONC(C1C=CC=CC=1)C#N)=[O:28])([CH3:25])([CH3:24])[CH3:23]. The catalyst is C(Cl)Cl. The product is [N:3]1([CH2:8][CH:9]2[NH:10][CH2:11][CH2:12][N:13]([C:27]([O:26][C:22]([CH3:25])([CH3:24])[CH3:23])=[O:28])[CH2:14]2)[CH:7]=[N:6][CH:5]=[N:4]1. The yield is 0.489. (6) The reactants are [S:1]1[CH:5]=[CH:4][CH:3]=[C:2]1[CH2:6][NH2:7].[C:8](OC(=O)C)(=[O:10])[CH3:9].O. The catalyst is CN(C1C=CN=CC=1)C.C(Cl)Cl. The product is [S:1]1[CH:5]=[CH:4][CH:3]=[C:2]1[CH2:6][NH:7][C:8](=[O:10])[CH3:9]. The yield is 0.910. (7) The reactants are [Br:1][C:2]1[C:3]([CH3:13])=[N:4][C:5]([C:8]2[N:12]=[CH:11][NH:10][N:9]=2)=[CH:6][CH:7]=1.C(=O)([O-])[O-].[Na+].[Na+].[C:20](O[C:20]([O:22][C:23]([CH3:26])([CH3:25])[CH3:24])=[O:21])([O:22][C:23]([CH3:26])([CH3:25])[CH3:24])=[O:21]. The catalyst is O1CCOCC1.O. The product is [Br:1][C:2]1[CH:7]=[CH:6][C:5]([C:8]2[N:12]=[CH:11][N:10]([C:20]([O:22][C:23]([CH3:26])([CH3:25])[CH3:24])=[O:21])[N:9]=2)=[N:4][C:3]=1[CH3:13]. The yield is 0.600. (8) The reactants are N.[NH2:2][C:3]1[N:8]([C:9]2[CH:14]=[CH:13][C:12]([O:15][CH3:16])=[CH:11][CH:10]=2)[C:7](=[S:17])[NH:6][C:5](=[O:18])[C:4]=1[N:19]=O.S(S([O-])=O)([O-])=O.[Na+].[Na+]. The catalyst is O. The product is [NH2:19][C:4]1[C:5](=[O:18])[NH:6][C:7](=[S:17])[N:8]([C:9]2[CH:10]=[CH:11][C:12]([O:15][CH3:16])=[CH:13][CH:14]=2)[C:3]=1[NH2:2]. The yield is 0.830. (9) The product is [NH2:61][C:59]1[S:60][CH:47]=[C:46]([C:38]2[CH:37]=[C:36]([C:35]([F:50])([F:49])[F:34])[CH:41]=[C:40]([C:42]([F:45])([F:44])[F:43])[CH:39]=2)[N:58]=1. The reactants are [Br-].[Br-].[Br-].C1([N+](C)(C)C)C=CC=CC=1.C1([N+](C)(C)C)C=CC=CC=1.C1([N+](C)(C)C)C=CC=CC=1.[F:34][C:35]([F:50])([F:49])[C:36]1[CH:37]=[C:38]([C:46](=O)[CH3:47])[CH:39]=[C:40]([C:42]([F:45])([F:44])[F:43])[CH:41]=1.S([O-])([O-])(=O)=O.[Na+].[Na+].[NH2:58][C:59]([NH2:61])=[S:60].C(=O)([O-])O.[Na+]. The yield is 0.833. The catalyst is O1CCCC1.C(O)C.O. (10) The reactants are [Cl:1][C:2]1[N:3]=[C:4](Cl)[C:5]2[C:10]([F:11])=[CH:9][N:8]([CH2:12][O:13][CH2:14][CH2:15][Si:16]([CH3:19])([CH3:18])[CH3:17])[C:6]=2[N:7]=1.[N+:21]([C:24]1[CH:25]=[C:26]([OH:30])[CH:27]=[CH:28][CH:29]=1)([O-:23])=[O:22].CN(C=O)C.C([O-])([O-])=O.[K+].[K+]. The catalyst is CCOC(C)=O.O. The product is [Cl:1][C:2]1[N:3]=[C:4]([O:30][C:26]2[CH:27]=[CH:28][CH:29]=[C:24]([N+:21]([O-:23])=[O:22])[CH:25]=2)[C:5]2[C:10]([F:11])=[CH:9][N:8]([CH2:12][O:13][CH2:14][CH2:15][Si:16]([CH3:19])([CH3:18])[CH3:17])[C:6]=2[N:7]=1. The yield is 0.990.